This data is from Reaction yield outcomes from USPTO patents with 853,638 reactions. The task is: Predict the reaction yield, written as a fraction of the theoretical maximum amount of product (1.0 means a 100% yield; for example, 0.34 means a 34% yield). (1) The reactants are [CH3:1][C:2]1[CH:7]=[CH:6][N:5]=[CH:4][C:3]=1[N:8]1[CH2:12][CH2:11][NH:10][C:9]1=[O:13].Br[C:15]1[CH:20]=[CH:19][CH:18]=[C:17]([CH3:21])[CH:16]=1.N[C@@H]1CCCC[C@H]1N.P([O-])([O-])([O-])=O.[K+].[K+].[K+]. The catalyst is [Cu](I)I.O1CCOCC1. The product is [CH3:1][C:2]1[CH:7]=[CH:6][N:5]=[CH:4][C:3]=1[N:8]1[CH2:12][CH2:11][N:10]([C:15]2[CH:16]=[C:17]([CH3:21])[CH:18]=[CH:19][CH:20]=2)[C:9]1=[O:13]. The yield is 0.677. (2) The catalyst is C(O)C.[Pd]. The reactants are [CH2:1]([C@H:8]([NH:32][C:33](=[O:43])[O:34][C@@H:35]1[C@H:42]2[C@H:38]([O:39][CH2:40][CH2:41]2)[O:37][CH2:36]1)[C@H:9]([OH:31])[CH2:10][N:11]([O:24][CH:25]1[CH2:30][CH2:29][CH2:28][CH2:27][CH2:26]1)[S:12]([C:15]1[CH:20]=[CH:19][CH:18]=[C:17]([N+:21]([O-])=O)[CH:16]=1)(=[O:14])=[O:13])[C:2]1[CH:7]=[CH:6][CH:5]=[CH:4][CH:3]=1. The product is [NH2:21][C:17]1[CH:16]=[C:15]([S:12]([N:11]([O:24][CH:25]2[CH2:26][CH2:27][CH2:28][CH2:29][CH2:30]2)[CH2:10][C@@H:9]([OH:31])[C@@H:8]([NH:32][C:33](=[O:43])[O:34][C@@H:35]2[C@H:42]3[C@H:38]([O:39][CH2:40][CH2:41]3)[O:37][CH2:36]2)[CH2:1][C:2]2[CH:3]=[CH:4][CH:5]=[CH:6][CH:7]=2)(=[O:14])=[O:13])[CH:20]=[CH:19][CH:18]=1. The yield is 0.930.